Dataset: Forward reaction prediction with 1.9M reactions from USPTO patents (1976-2016). Task: Predict the product of the given reaction. (1) Given the reactants [C:1]1([S:7]([N:10]2[CH2:14][CH2:13][S:12][CH:11]2[CH2:15][C:16]([OH:18])=[O:17])(=[O:9])=[O:8])[CH:6]=[CH:5][CH:4]=[CH:3][CH:2]=1.[Cl:19][C:20]1[CH:21]=[N+:22]([O-:45])[CH:23]=[C:24]([Cl:44])[C:25]=1[CH2:26][C@@H:27]([C:29]1[CH:34]=[CH:33][C:32]([O:35][CH:36]([F:38])[F:37])=[C:31]([O:39][CH2:40][CH:41]2[CH2:43][CH2:42]2)[CH:30]=1)O.C(Cl)CCl, predict the reaction product. The product is: [Cl:19][C:20]1[CH:21]=[N+:22]([O-:45])[CH:23]=[C:24]([Cl:44])[C:25]=1[CH2:26][C@@H:27]([C:29]1[CH:34]=[CH:33][C:32]([O:35][CH:36]([F:38])[F:37])=[C:31]([O:39][CH2:40][CH:41]2[CH2:43][CH2:42]2)[CH:30]=1)[O:17][C:16](=[O:18])[CH2:15][CH:11]1[N:10]([S:7]([C:1]2[CH:2]=[CH:3][CH:4]=[CH:5][CH:6]=2)(=[O:8])=[O:9])[CH2:14][CH2:13][S:12]1. (2) Given the reactants [CH:1]1([NH:7][C:8]([C:10]2[C:19]3[C:14](=[CH:15][CH:16]=[CH:17][CH:18]=3)[C:13]([S:20](=[O:29])(=[O:28])[NH:21][CH:22]3[CH2:27][CH2:26][NH:25][CH2:24][CH2:23]3)=[CH:12][CH:11]=2)=[O:9])[CH2:6][CH2:5][CH2:4][CH2:3][CH2:2]1.[CH3:30]N(C)C(Cl)=O.Cl[C:37]([O:39]CC)=[O:38], predict the reaction product. The product is: [CH:1]1([N:7]([CH3:30])[C:8]([C:10]2[C:19]3[C:14](=[CH:15][CH:16]=[CH:17][CH:18]=3)[C:13]([S:20]([NH:21][CH:22]3[CH2:23][CH2:24][N:25]([C:37]([OH:39])=[O:38])[CH2:26][CH2:27]3)(=[O:29])=[O:28])=[CH:12][CH:11]=2)=[O:9])[CH2:6][CH2:5][CH2:4][CH2:3][CH2:2]1. (3) Given the reactants [Br-].[Br:2][C:3]1[CH:28]=[CH:27][C:6]([CH2:7][P+](C2C=CC=CC=2)(C2C=CC=CC=2)C2C=CC=CC=2)=[CH:5][CH:4]=1.[H-].[Na+].[Si:31]([O:38][CH2:39][C:40]1([CH:46]=O)[CH2:44][O:43][C:42]([CH3:45])=[N:41]1)([C:34]([CH3:37])([CH3:36])[CH3:35])([CH3:33])[CH3:32], predict the reaction product. The product is: [Br:2][C:3]1[CH:4]=[CH:5][C:6]([CH:7]=[CH:46][C:40]2([CH2:39][O:38][Si:31]([C:34]([CH3:37])([CH3:36])[CH3:35])([CH3:32])[CH3:33])[CH2:44][O:43][C:42]([CH3:45])=[N:41]2)=[CH:27][CH:28]=1. (4) Given the reactants [Cl:1][C:2]1[CH:14]=[N:13][C:5]2[NH:6][C:7]3[CH2:12][CH2:11][NH:10][CH2:9][C:8]=3[C:4]=2[CH:3]=1.CCN(C(C)C)C(C)C.[CH3:24][O:25][C:26]1[CH:27]=[C:28]([N:32]=[C:33]=[O:34])[CH:29]=[CH:30][CH:31]=1.Cl.CCOCC, predict the reaction product. The product is: [ClH:1].[CH3:24][O:25][C:26]1[CH:27]=[C:28]([NH:32][C:33]([N:10]2[CH2:11][CH2:12][C:7]3[NH:6][C:5]4[N:13]=[CH:14][C:2]([Cl:1])=[CH:3][C:4]=4[C:8]=3[CH2:9]2)=[O:34])[CH:29]=[CH:30][CH:31]=1.